Dataset: Forward reaction prediction with 1.9M reactions from USPTO patents (1976-2016). Task: Predict the product of the given reaction. (1) Given the reactants C([O:8][C:9]1[CH:40]=[CH:39][C:12]([C:13]([NH:15][C:16]([CH3:38])([CH3:37])[C:17](=[O:36])[N:18]2[CH2:23][CH2:22][N:21]([C:24](=[O:35])[C:25]3[CH:30]=[CH:29][CH:28]=[CH:27][C:26]=3[C:31]([F:34])([F:33])[F:32])[CH2:20][CH2:19]2)=[O:14])=[CH:11][CH:10]=1)C1C=CC=CC=1.CO, predict the reaction product. The product is: [CH3:38][C:16]([NH:15][C:13](=[O:14])[C:12]1[CH:11]=[CH:10][C:9]([OH:8])=[CH:40][CH:39]=1)([CH3:37])[C:17](=[O:36])[N:18]1[CH2:19][CH2:20][N:21]([C:24](=[O:35])[C:25]2[CH:30]=[CH:29][CH:28]=[CH:27][C:26]=2[C:31]([F:32])([F:34])[F:33])[CH2:22][CH2:23]1. (2) Given the reactants [CH:1]1([C:4]2[CH:5]=[CH:6][C:7]([C:15]([OH:17])=O)=[N:8][C:9]=2[O:10][CH2:11][CH:12]2[CH2:14][CH2:13]2)[CH2:3][CH2:2]1.[NH2:18][C@@H:19]([CH2:23][CH:24]1[CH2:26][CH2:25]1)[C:20]([NH2:22])=[O:21], predict the reaction product. The product is: [C:20]([C@@H:19]([NH:18][C:15]([C:7]1[CH:6]=[CH:5][C:4]([CH:1]2[CH2:2][CH2:3]2)=[C:9]([O:10][CH2:11][CH:12]2[CH2:13][CH2:14]2)[N:8]=1)=[O:17])[CH2:23][CH:24]1[CH2:26][CH2:25]1)(=[O:21])[NH2:22]. (3) Given the reactants [Cl:1][C:2]1[CH:7]=[CH:6][C:5]([N:8]2[C:12]([C:13]3[N:18]=[C:17]([C:19]([O:21]C)=O)[C:16](=[O:23])[N:15]([C:24]4[CH:29]=[CH:28][CH:27]=[C:26]([C:30]([F:33])([F:32])[F:31])[CH:25]=4)[C:14]=3[CH3:34])=[CH:11][CH:10]=[N:9]2)=[CH:4][CH:3]=1.CO.[NH3:37], predict the reaction product. The product is: [Cl:1][C:2]1[CH:7]=[CH:6][C:5]([N:8]2[C:12]([C:13]3[N:18]=[C:17]([C:19]([NH2:37])=[O:21])[C:16](=[O:23])[N:15]([C:24]4[CH:29]=[CH:28][CH:27]=[C:26]([C:30]([F:32])([F:31])[F:33])[CH:25]=4)[C:14]=3[CH3:34])=[CH:11][CH:10]=[N:9]2)=[CH:4][CH:3]=1.